Dataset: Reaction yield outcomes from USPTO patents with 853,638 reactions. Task: Predict the reaction yield, written as a fraction of the theoretical maximum amount of product (1.0 means a 100% yield; for example, 0.34 means a 34% yield). (1) The reactants are [C:1]([O:5][C:6](=[O:20])[NH:7][CH2:8][C:9]1[CH:14]=[C:13]([CH3:15])[C:12]([CH2:16][NH2:17])=[C:11]([O:18][CH3:19])[N:10]=1)([CH3:4])([CH3:3])[CH3:2].[Br:21][C:22]1[CH:23]=[C:24]([C:35](O)=[O:36])[C:25]2[C:26]([CH3:34])=[CH:27][N:28]([CH:31]([CH3:33])[CH3:32])[C:29]=2[CH:30]=1.C1C=NC2N(O)N=NC=2C=1.C(Cl)CCl. The catalyst is ClCCl.CN(C=O)C.CCOC(C)=O. The product is [C:1]([O:5][C:6](=[O:20])[NH:7][CH2:8][C:9]1[CH:14]=[C:13]([CH3:15])[C:12]([CH2:16][NH:17][C:35]([C:24]2[C:25]3[C:26]([CH3:34])=[CH:27][N:28]([CH:31]([CH3:32])[CH3:33])[C:29]=3[CH:30]=[C:22]([Br:21])[CH:23]=2)=[O:36])=[C:11]([O:18][CH3:19])[N:10]=1)([CH3:3])([CH3:4])[CH3:2]. The yield is 0.980. (2) The reactants are Cl[CH2:2][C:3]([N:5]1[C:14]2[C:9](=[CH:10][CH:11]=[CH:12][CH:13]=2)[CH2:8][CH2:7][CH2:6]1)=[O:4].[Cl:15][C:16]1[C:24]2[S:23][C:22]([SH:25])=[N:21][C:20]=2[CH:19]=[CH:18][CH:17]=1. No catalyst specified. The product is [Cl:15][C:16]1[C:24]2[S:23][C:22]([S:25][CH2:2][C:3]([N:5]3[C:14]4[C:9](=[CH:10][CH:11]=[CH:12][CH:13]=4)[CH2:8][CH2:7][CH2:6]3)=[O:4])=[N:21][C:20]=2[CH:19]=[CH:18][CH:17]=1. The yield is 0.460.